From a dataset of Reaction yield outcomes from USPTO patents with 853,638 reactions. Predict the reaction yield, written as a fraction of the theoretical maximum amount of product (1.0 means a 100% yield; for example, 0.34 means a 34% yield). (1) The reactants are [O:1]=[C:2]1[NH:7][C:6]2[CH:8]=[C:9]([C:11]([OH:13])=O)[S:10][C:5]=2[N:4]=[CH:3]1.CN(C(ON1N=NC2C=CC=CC1=2)=[N+](C)C)C.[B-](F)(F)(F)F.CCN(C(C)C)C(C)C.Cl.[NH2:46][C:47]1[CH:48]=[C:49]([NH:54][C:55](=[O:67])[C:56]2[CH:61]=[CH:60][CH:59]=[C:58]([C:62]([C:65]#[N:66])([CH3:64])[CH3:63])[CH:57]=2)[CH:50]=[CH:51][C:52]=1[CH3:53]. The catalyst is CN(C=O)C. The product is [C:65]([C:62]([C:58]1[CH:57]=[C:56]([CH:61]=[CH:60][CH:59]=1)[C:55]([NH:54][C:49]1[CH:50]=[CH:51][C:52]([CH3:53])=[C:47]([NH:46][C:11]([C:9]2[S:10][C:5]3[N:4]=[CH:3][C:2](=[O:1])[NH:7][C:6]=3[CH:8]=2)=[O:13])[CH:48]=1)=[O:67])([CH3:64])[CH3:63])#[N:66]. The yield is 0.00308. (2) The reactants are [C:1]([NH:4][C:5]1[C:25]([Cl:26])=[CH:24][C:8]([C:9]([NH:11][CH:12]([CH3:23])[C:13]([N:15]2[CH2:19][CH2:18][CH2:17][CH:16]2C(O)=O)=[O:14])=[O:10])=[C:7]([O:27][CH3:28])[CH:6]=1)(=[O:3])[CH3:2].[O:29]=[C:30]1[O:34][CH:33]([O:35][CH2:36][CH2:37][C:38]2[CH:43]=[CH:42][CH:41]=[CH:40]C=2)[CH:32]([NH:44][C:45](C2CCCN2C(=O)C(NC(=O)C2C=CC(N)=C(Cl)C=2)C)=[O:46])[CH2:31]1. No catalyst specified. The product is [CH2:36]([O:35][CH:33]1[CH:32]([NH:44][C:45]([CH:16]2[CH2:17][CH2:18][CH2:19][N:15]2[C:13](=[O:14])[CH:12]([NH:11][C:9](=[O:10])[C:8]2[CH:24]=[C:25]([Cl:26])[C:5]([NH:4][C:1](=[O:3])[CH3:2])=[CH:6][C:7]=2[O:27][CH3:28])[CH3:23])=[O:46])[CH2:31][C:30](=[O:29])[O:34]1)[C:37]1[CH:38]=[CH:43][CH:42]=[CH:41][CH:40]=1. The yield is 0.820. (3) The reactants are [OH:1][CH:2]([C:24]1[CH:29]=[CH:28][C:27]([CH:30]([CH3:32])[CH3:31])=[CH:26][CH:25]=1)[C:3]1[C:11]2[O:10][C:9]([CH3:13])([CH3:12])[CH2:8][C:7]=2[C:6]([CH3:14])=[C:5]([NH:15][C:16](=[O:22])[CH2:17][C:18]([CH3:21])([CH3:20])[CH3:19])[C:4]=1[CH3:23]. The catalyst is ClCCl.[O-2].[O-2].[Mn+4]. The product is [CH:30]([C:27]1[CH:26]=[CH:25][C:24]([C:2]([C:3]2[C:11]3[O:10][C:9]([CH3:13])([CH3:12])[CH2:8][C:7]=3[C:6]([CH3:14])=[C:5]([NH:15][C:16](=[O:22])[CH2:17][C:18]([CH3:21])([CH3:20])[CH3:19])[C:4]=2[CH3:23])=[O:1])=[CH:29][CH:28]=1)([CH3:32])[CH3:31]. The yield is 0.750.